From a dataset of Full USPTO retrosynthesis dataset with 1.9M reactions from patents (1976-2016). Predict the reactants needed to synthesize the given product. (1) The reactants are: [C:1]([C:4]1[CH:5]=[N:6][C:7]2[C:12]([C:13]=1[NH:14][C:15]1[CH:16]=[CH:17][C:18]([N:21]3[CH2:26][CH2:25][CH2:24][C@H:23]([NH:27][C:28](=[O:34])[O:29][C:30]([CH3:33])([CH3:32])[CH3:31])[CH2:22]3)=[N:19][CH:20]=1)=[N:11][C:10](Cl)=[CH:9][CH:8]=2)(=[O:3])[CH3:2].[Cl:36][C:37]1[CH:42]=[C:41](B2OC(C)(C)C(C)(C)O2)[CH:40]=[C:39]([Cl:52])[C:38]=1[OH:53]. Given the product [C:1]([C:4]1[CH:5]=[N:6][C:7]2[C:12]([C:13]=1[NH:14][C:15]1[CH:16]=[CH:17][C:18]([N:21]3[CH2:26][CH2:25][CH2:24][C@H:23]([NH:27][C:28](=[O:34])[O:29][C:30]([CH3:33])([CH3:32])[CH3:31])[CH2:22]3)=[N:19][CH:20]=1)=[N:11][C:10]([C:41]1[CH:40]=[C:39]([Cl:52])[C:38]([OH:53])=[C:37]([Cl:36])[CH:42]=1)=[CH:9][CH:8]=2)(=[O:3])[CH3:2], predict the reactants needed to synthesize it. (2) Given the product [Cl:16][C:13]1[CH:12]=[N:11][C:10]([O:6][CH2:5][CH2:4][CH2:3][O:2][CH3:1])=[CH:15][N:14]=1, predict the reactants needed to synthesize it. The reactants are: [CH3:1][O:2][CH2:3][CH2:4][CH2:5][OH:6].[H-].[Na+].Cl[C:10]1[CH:15]=[N:14][C:13]([Cl:16])=[CH:12][N:11]=1. (3) Given the product [Br:7][C:8]1[CH:13]=[CH:12][C:11]([C:5]#[N:6])=[N:10][C:9]=1[Cl:15], predict the reactants needed to synthesize it. The reactants are: C[Si]([C:5]#[N:6])(C)C.[Br:7][C:8]1[C:9]([Cl:15])=[N+:10]([O-])[CH:11]=[CH:12][CH:13]=1.C(N(CC)CC)C. (4) Given the product [CH3:70][N:71]1[CH2:72][CH2:73][CH:74]([N:77]2[CH2:82][CH2:81][N:80]([C:25](=[O:26])[C@H:24]([NH:23][C:21]([N:18]3[CH2:19][CH2:20][CH:15]([N:14]4[C:5]5[CH:6]=[N:7][C:8]6[CH:9]=[CH:10][CH:11]=[CH:12][C:13]=6[C:4]=5[NH:3][C:2]4=[O:1])[CH2:16][CH2:17]3)=[O:22])[CH2:28][C:52]3[CH:51]=[CH:50][C:49]4[CH2:68][CH2:67][CH2:69][CH2:83][C:48]=4[CH:53]=3)[CH2:79][CH2:78]2)[CH2:75][CH2:76]1, predict the reactants needed to synthesize it. The reactants are: [O:1]=[C:2]1[N:14]([CH:15]2[CH2:20][CH2:19][N:18]([C:21]([NH:23][C@H:24]([CH2:28]C3C=CC4CCCCC=4C=3)[C:25](O)=[O:26])=[O:22])[CH2:17][CH2:16]2)[C:5]2[CH:6]=[N:7][C:8]3[CH:9]=[CH:10][CH:11]=[CH:12][C:13]=3[C:4]=2[NH:3]1.CN(C(ON1N=N[C:49]2[CH:50]=[CH:51][CH:52]=[CH:53][C:48]1=2)=[N+](C)C)C.[B-](F)(F)(F)F.C(N([CH:67]([CH3:69])[CH3:68])C(C)C)C.[CH3:70][N:71]1[CH2:76][CH2:75][CH:74]([N:77]2[CH2:82][CH2:81][NH:80][CH2:79][CH2:78]2)[CH2:73][CH2:72]1.[C:83]([O-])([O-])=O.[K+].[K+]. (5) Given the product [CH2:6]([O:18][C:19]1[CH:20]=[C:21]([CH:22]2[S:5][CH2:1][CH2:2][CH2:3][S:4]2)[CH:24]=[CH:25][C:26]=1[O:27][CH2:28][CH2:29][CH2:30][CH2:31][CH2:32][CH2:33][CH2:34][CH2:35][CH2:36][CH2:37][CH2:38][CH3:39])[CH2:7][CH2:8][CH2:9][CH2:10][CH2:11][CH2:12][CH2:13][CH2:14][CH2:15][CH2:16][CH3:17], predict the reactants needed to synthesize it. The reactants are: [CH2:1]([SH:5])[CH2:2][CH2:3][SH:4].[CH2:6]([O:18][C:19]1[CH:20]=[C:21]([CH:24]=[CH:25][C:26]=1[O:27][CH2:28][CH2:29][CH2:30][CH2:31][CH2:32][CH2:33][CH2:34][CH2:35][CH2:36][CH2:37][CH2:38][CH3:39])[CH:22]=O)[CH2:7][CH2:8][CH2:9][CH2:10][CH2:11][CH2:12][CH2:13][CH2:14][CH2:15][CH2:16][CH3:17].Cl. (6) Given the product [OH:15][CH2:14][C:13]1[N:9]([C:6]2[CH:7]=[CH:8][C:3]([C:1]#[N:2])=[CH:4][CH:5]=2)[CH:10]=[N:11][CH:12]=1, predict the reactants needed to synthesize it. The reactants are: [C:1]([C:3]1[CH:8]=[CH:7][C:6]([N:9]2[C:13]([C:14](OCC)=[O:15])=[CH:12][N:11]=[CH:10]2)=[CH:5][CH:4]=1)#[N:2].[H-].[H-].[H-].[H-].[Li+].[Al+3]. (7) Given the product [CH:1]1([N:6]2[C:10]3[N:11]=[C:12]([C@H:16]4[C@H:20]([CH3:21])[CH2:19][N:18]([CH2:31][C:24]5[CH:23]=[N:22][N:26]6[CH2:27][CH2:28][CH2:29][CH2:30][C:25]=56)[CH2:17]4)[NH:13][C:14](=[O:15])[C:9]=3[CH:8]=[N:7]2)[CH2:5][CH2:4][CH2:3][CH2:2]1, predict the reactants needed to synthesize it. The reactants are: [CH:1]1([N:6]2[C:10]3[N:11]=[C:12]([C@H:16]4[C@H:20]([CH3:21])[CH2:19][NH:18][CH2:17]4)[NH:13][C:14](=[O:15])[C:9]=3[CH:8]=[N:7]2)[CH2:5][CH2:4][CH2:3][CH2:2]1.[N:22]1[N:26]2[CH2:27][CH2:28][CH2:29][CH2:30][C:25]2=[C:24]([CH:31]=O)[CH:23]=1. (8) Given the product [Cl:39][C:22]1[C:23]([CH2:25][O:26][C:27]2[CH:36]=[CH:35][C:34]3[CH2:33][C:32]([CH3:38])([CH3:37])[CH2:31][CH2:30][C:29]=3[CH:28]=2)=[CH:24][C:19]2[O:18][N:17]=[C:16]([NH2:8])[C:20]=2[CH:21]=1, predict the reactants needed to synthesize it. The reactants are: C(OC([N:8]([C:16]1[C:20]2[CH:21]=[C:22]([Cl:39])[C:23]([CH2:25][O:26][C:27]3[CH:36]=[CH:35][C:34]4[CH2:33][C:32]([CH3:38])([CH3:37])[CH2:31][CH2:30][C:29]=4[CH:28]=3)=[CH:24][C:19]=2[O:18][N:17]=1)C(=O)OC(C)(C)C)=O)(C)(C)C.FC(F)(F)C(O)=O. (9) Given the product [CH:7]1([O:12][C:13]2[CH:14]=[C:15](/[CH:16]=[CH:26]/[C:27]([NH:29][C:30]3[CH:38]=[CH:37][CH:36]=[CH:35][C:31]=3[C:32]([OH:34])=[O:33])=[O:28])[CH:18]=[CH:19][C:20]=2[O:21][CH3:22])[CH2:11][CH2:10][CH2:9][CH2:8]1, predict the reactants needed to synthesize it. The reactants are: N1CCCCC1.[CH:7]1([O:12][C:13]2[CH:14]=[C:15]([CH:18]=[CH:19][C:20]=2[O:21][CH3:22])[CH:16]=O)[CH2:11][CH2:10][CH2:9][CH2:8]1.C([CH2:26][C:27]([NH:29][C:30]1[CH:38]=[CH:37][CH:36]=[CH:35][C:31]=1[C:32]([OH:34])=[O:33])=[O:28])(O)=O.Cl. (10) The reactants are: [NH2:1][C:2]1[CH:7]=[CH:6][C:5]([C:8]2[C:16]3[C:15]([NH2:17])=[N:14][CH:13]=[N:12][C:11]=3[N:10]([CH:18]3[CH2:23][CH2:22][O:21][CH2:20][CH2:19]3)[CH:9]=2)=[CH:4][C:3]=1[O:24][CH3:25].N1[CH:31]=[CH:30][CH:29]=CC=1.C1(CC[C:40](Cl)=[O:41])C=CC=CC=1.Cl[CH2:44]Cl. Given the product [NH2:17][C:15]1[C:16]2[C:8]([C:5]3[CH:6]=[CH:7][C:2]([NH:1][C:40](=[O:41])[C:30]([CH3:29])([CH3:31])[CH3:44])=[C:3]([O:24][CH3:25])[CH:4]=3)=[CH:9][N:10]([CH:18]3[CH2:19][CH2:20][O:21][CH2:22][CH2:23]3)[C:11]=2[N:12]=[CH:13][N:14]=1, predict the reactants needed to synthesize it.